This data is from Forward reaction prediction with 1.9M reactions from USPTO patents (1976-2016). The task is: Predict the product of the given reaction. (1) Given the reactants C1(C2CC(O)C3C(=CC=C(O)C=3)O2)C=CC=CC=1.[OH:19][C:20]1[CH:21]=[C:22]2[C:27](=[CH:28][CH:29]=1)[O:26][CH:25]([C:30]1[CH:35]=[CH:34][C:33]([O:36][CH3:37])=[CH:32][CH:31]=1)[CH2:24][C:23]2=[O:38], predict the reaction product. The product is: [CH3:37][O:36][C:33]1[CH:34]=[CH:35][C:30]([CH:25]2[CH2:24][CH:23]([OH:38])[C:22]3[C:27](=[CH:28][CH:29]=[C:20]([OH:19])[CH:21]=3)[O:26]2)=[CH:31][CH:32]=1. (2) Given the reactants Br[C:2]1[N:7]=[C:6]([CH2:8][O:9][C:10]2[CH:11]=[C:12]3[C:17](=[CH:18][CH:19]=2)[C:16]2=[CH:20][C:21]([O:25][CH2:26][CH:27]4[CH2:31][CH2:30][CH2:29][O:28]4)=[N:22][C:23](=[O:24])[N:15]2[CH2:14][CH2:13]3)[CH:5]=[CH:4][CH:3]=1.[CH3:32][N:33]1[CH:37]=[C:36](B2OC(C)(C)C(C)(C)O2)[CH:35]=[N:34]1, predict the reaction product. The product is: [CH3:32][N:33]1[CH:37]=[C:36]([C:2]2[N:7]=[C:6]([CH2:8][O:9][C:10]3[CH:11]=[C:12]4[C:17](=[CH:18][CH:19]=3)[C:16]3=[CH:20][C:21]([O:25][CH2:26][CH:27]5[CH2:31][CH2:30][CH2:29][O:28]5)=[N:22][C:23](=[O:24])[N:15]3[CH2:14][CH2:13]4)[CH:5]=[CH:4][CH:3]=2)[CH:35]=[N:34]1. (3) Given the reactants [CH2:1]([N:5]1[C:13]2[N:12]=[C:11]([CH2:14][C:15]3[CH:20]=[CH:19][C:18]([NH:21][C:22]([C:24]4[N:25]=[CH:26][N:27](C(C5C=CC=CC=5)(C5C=CC=CC=5)C5C=CC=CC=5)[CH:28]=4)=[O:23])=[CH:17][CH:16]=3)[NH:10][C:9]=2[C:8](=[O:48])[N:7]([CH2:49][C:50]2[CH:55]=[CH:54][CH:53]=[CH:52][C:51]=2[F:56])[C:6]1=[O:57])[CH2:2][CH2:3][CH3:4].[F:58][C:59]([F:64])([F:63])[C:60]([OH:62])=[O:61].C([SiH](CC)CC)C, predict the reaction product. The product is: [F:58][C:59]([F:64])([F:63])[C:60]([OH:62])=[O:61].[CH2:1]([N:5]1[C:13]2[N:12]=[C:11]([CH2:14][C:15]3[CH:16]=[CH:17][C:18]([NH:21][C:22]([C:24]4[N:25]=[CH:26][NH:27][CH:28]=4)=[O:23])=[CH:19][CH:20]=3)[NH:10][C:9]=2[C:8](=[O:48])[N:7]([CH2:49][C:50]2[CH:55]=[CH:54][CH:53]=[CH:52][C:51]=2[F:56])[C:6]1=[O:57])[CH2:2][CH2:3][CH3:4]. (4) Given the reactants C(O[C:4]([C:6]1[C:7]([O:27]C(=O)C)=[C:8]2[C:16]([Cl:17])=[CH:15][N:14]([CH2:18][C:19]3[CH:24]=[CH:23][C:22]([O:25][CH3:26])=[CH:21][CH:20]=3)[C:9]2=[C:10]([C:12]#[N:13])[N:11]=1)=[O:5])C.[NH2:31][CH2:32][C:33]([OH:35])=[O:34].C[O-].[Na+].CO, predict the reaction product. The product is: [Cl:17][C:16]1[C:8]2[C:9](=[C:10]([C:12]#[N:13])[N:11]=[C:6]([C:4]([NH:31][CH2:32][C:33]([OH:35])=[O:34])=[O:5])[C:7]=2[OH:27])[N:14]([CH2:18][C:19]2[CH:20]=[CH:21][C:22]([O:25][CH3:26])=[CH:23][CH:24]=2)[CH:15]=1. (5) Given the reactants I.[NH2:2][C:3]1[C:4]([C:11]([NH:13][C:14](=[NH:17])SC)=[O:12])=[N:5][C:6]([Cl:10])=[C:7]([NH2:9])[N:8]=1.[OH:18][C@@H:19]1[CH2:24][O:23][C@@H:22]([CH3:25])[O:21][C@H:20]1[CH2:26][N:27]([CH2:42][C@H:43]1[C@H:48]([OH:49])[CH2:47][O:46][C@@H:45]([CH3:50])[O:44]1)[CH2:28][CH2:29][O:30][C:31]1[CH:36]=[CH:35][C:34]([CH2:37][CH2:38][CH2:39][CH2:40][NH2:41])=[CH:33][CH:32]=1, predict the reaction product. The product is: [OH:18][C@@H:19]1[CH2:24][O:23][C@@H:22]([CH3:25])[O:21][C@H:20]1[CH2:26][N:27]([CH2:42][C@H:43]1[C@H:48]([OH:49])[CH2:47][O:46][C@@H:45]([CH3:50])[O:44]1)[CH2:28][CH2:29][O:30][C:31]1[CH:32]=[CH:33][C:34]([CH2:37][CH2:38][CH2:39][CH2:40][NH:41][C:14]([NH:13][C:11]([C:4]2[C:3]([NH2:2])=[N:8][C:7]([NH2:9])=[C:6]([Cl:10])[N:5]=2)=[O:12])=[NH:17])=[CH:35][CH:36]=1.